This data is from Peptide-MHC class II binding affinity with 134,281 pairs from IEDB. The task is: Regression. Given a peptide amino acid sequence and an MHC pseudo amino acid sequence, predict their binding affinity value. This is MHC class II binding data. The peptide sequence is VQYSRADEEQQQALS. The MHC is DRB1_1101 with pseudo-sequence DRB1_1101. The binding affinity (normalized) is 0.127.